From a dataset of Catalyst prediction with 721,799 reactions and 888 catalyst types from USPTO. Predict which catalyst facilitates the given reaction. Reactant: C[O:2][C:3]1[CH:12]=[C:11]2[C:6]([CH:7]=[CH:8][CH:9]=[N:10]2)=[CH:5][C:4]=1[N+:13]([O-:15])=[O:14].Cl.N1C=CC=CC=1. Product: [N+:13]([C:4]1[CH:5]=[C:6]2[C:11](=[CH:12][C:3]=1[OH:2])[N:10]=[CH:9][CH:8]=[CH:7]2)([O-:15])=[O:14]. The catalyst class is: 74.